From a dataset of Acute oral toxicity (LD50) regression data from Zhu et al.. Regression/Classification. Given a drug SMILES string, predict its toxicity properties. Task type varies by dataset: regression for continuous values (e.g., LD50, hERG inhibition percentage) or binary classification for toxic/non-toxic outcomes (e.g., AMES mutagenicity, cardiotoxicity, hepatotoxicity). Dataset: ld50_zhu. The compound is Cc1ccc(O)c(C)c1. The rat oral LD50 is 1.58, given as -log10 of the dose in mol/kg body weight (higher means more acutely toxic).